From a dataset of Forward reaction prediction with 1.9M reactions from USPTO patents (1976-2016). Predict the product of the given reaction. (1) Given the reactants C([O:5][C:6]([N:8]1[CH2:13][CH2:12][C:11](=[O:14])[CH2:10][CH2:9]1)=O)(C)(C)C.[CH2:15]([N:22]([CH2:27][C:28]1[CH:33]=[CH:32][CH:31]=[CH:30][CH:29]=1)[C@@H:23]([CH3:26])[CH2:24][OH:25])[C:16]1[CH:21]=[CH:20][CH:19]=[CH:18][CH:17]=1, predict the reaction product. The product is: [O:14]=[C:11]1[CH2:12][CH2:13][N:8]([C:6]([O:25][CH2:24][C@@H:23]([N:22]([CH2:15][C:16]2[CH:17]=[CH:18][CH:19]=[CH:20][CH:21]=2)[CH2:27][C:28]2[CH:29]=[CH:30][CH:31]=[CH:32][CH:33]=2)[CH3:26])=[O:5])[CH2:9][CH2:10]1. (2) Given the reactants C([O:4][C@H:5]1[CH2:22][CH2:21][C@@:20]2([CH3:23])[C@@H:7]([CH2:8][CH2:9][C@:10]3([CH3:42])[C@@H:19]2[CH2:18][CH2:17][C@H:16]2[C@@:11]3([CH3:41])[CH2:12][CH2:13][C@@:14]3([C:30]4[O:31][C:32]([C:35]5[CH:36]=[N:37][CH:38]=[CH:39][CH:40]=5)=[N:33][N:34]=4)[CH2:26][CH2:25][C@@H:24]([C:27]([CH3:29])=[CH2:28])[C@@H:15]32)[C:6]1([CH3:44])[CH3:43])(=O)C.CO, predict the reaction product. The product is: [CH3:41][C@:11]12[C@@:10]3([CH3:42])[C@@H:19]([C@:20]4([CH3:23])[C@@H:7]([CH2:8][CH2:9]3)[C:6]([CH3:43])([CH3:44])[C@@H:5]([OH:4])[CH2:22][CH2:21]4)[CH2:18][CH2:17][C@@H:16]1[C@H:15]1[C@H:24]([C:27]([CH3:29])=[CH2:28])[CH2:25][CH2:26][C@:14]1([C:30]1[O:31][C:32]([C:35]3[CH:36]=[N:37][CH:38]=[CH:39][CH:40]=3)=[N:33][N:34]=1)[CH2:13][CH2:12]2. (3) Given the reactants N([O-])=O.[Na+].[NH2:5][C:6]1[CH:11]=[CH:10][C:9]([C:12]2[C:16]([CH3:18])([CH3:17])[O:15][C:14](=[C:19]([C:22]#[N:23])[C:20]#[N:21])[C:13]=2[C:24]#[N:25])=[CH:8][CH:7]=1.Cl.[N-:27]=[N+:28]=[N-].[Na+], predict the reaction product. The product is: [N:5]([C:6]1[CH:7]=[CH:8][C:9]([C:12]2[C:16]([CH3:17])([CH3:18])[O:15][C:14](=[C:19]([C:22]#[N:23])[C:20]#[N:21])[C:13]=2[C:24]#[N:25])=[CH:10][CH:11]=1)=[N+:27]=[N-:28]. (4) The product is: [CH3:17][O:16][C:12]1[CH:11]=[C:10]([C:7]2[C:3]3[S:4][CH:5]=[CH:6][C:2]=3[O:9][N:8]=2)[CH:15]=[CH:14][CH:13]=1. Given the reactants Br[C:2]1[CH:6]=[CH:5][S:4][C:3]=1[C:7]([C:10]1[CH:15]=[CH:14][CH:13]=[C:12]([O:16][CH3:17])[CH:11]=1)=[N:8][OH:9].[OH-].[K+].C(OCCO)C, predict the reaction product. (5) Given the reactants Br[C:2]1[S:3][CH:4]=[CH:5][C:6]=1[C:7]#[N:8].C1COCC1.[CH2:14]([CH:16]([C:19]1[C:20]2[N:21]([C:26](I)=[C:27]([CH3:29])[N:28]=2)[N:22]=[C:23]([CH3:25])[CH:24]=1)[CH2:17][CH3:18])[CH3:15], predict the reaction product. The product is: [CH2:14]([CH:16]([C:19]1[C:20]2[N:21]([C:26]([C:2]3[S:3][CH:4]=[CH:5][C:6]=3[C:7]#[N:8])=[C:27]([CH3:29])[N:28]=2)[N:22]=[C:23]([CH3:25])[CH:24]=1)[CH2:17][CH3:18])[CH3:15].